Task: Predict which catalyst facilitates the given reaction.. Dataset: Catalyst prediction with 721,799 reactions and 888 catalyst types from USPTO (1) Reactant: [CH3:1][N:2]1[C:18](=[O:19])[N:5]2[C:6]([C:14]([F:17])([F:16])[F:15])=[CH:7][CH:8]=[C:9]([C:10]([O:12]C)=[O:11])[C:4]2=[N:3]1.[OH-].[Na+].Cl. Product: [CH3:1][N:2]1[C:18](=[O:19])[N:5]2[C:6]([C:14]([F:16])([F:15])[F:17])=[CH:7][CH:8]=[C:9]([C:10]([OH:12])=[O:11])[C:4]2=[N:3]1. The catalyst class is: 8. (2) Reactant: [CH2:1]([N:8]1[CH:13]=[CH:12][C:11]([C:14]([NH:16][C@@H:17]([CH2:25][CH2:26][CH2:27][NH:28][C:29]([NH:31]S(C2C(C)=C3C(=C(C)C=2C)OC(C)(C)CC3)(=O)=O)=[NH:30])[C:18]([O:20]C(C)(C)C)=[O:19])=[O:15])=[CH:10][C:9]1=[O:50])[C:2]1[CH:7]=[CH:6][CH:5]=[CH:4][CH:3]=1.[C:51]([OH:57])([C:53]([F:56])([F:55])[F:54])=[O:52].C([SiH](CC)CC)C. Product: [CH2:1]([N:8]1[CH:13]=[CH:12][C:11]([C:14]([NH:16][C@@H:17]([CH2:25][CH2:26][CH2:27][NH:28][C:29]([NH2:31])=[NH:30])[C:18]([OH:20])=[O:19])=[O:15])=[CH:10][C:9]1=[O:50])[C:2]1[CH:3]=[CH:4][CH:5]=[CH:6][CH:7]=1.[C:51]([OH:57])([C:53]([F:56])([F:55])[F:54])=[O:52]. The catalyst class is: 6. (3) Reactant: [Br:1][C:2]1[CH:14]=[C:13]2[C:5]([C:6]3[CH:7]=[CH:8][C:9]([C:17]4[NH:21][C:20]([C@@H:22]5[CH2:26][CH2:25][CH2:24][N:23]5[C:27]([O:29]C(C)(C)C)=O)=[N:19][CH:18]=4)=[CH:10][C:11]=3[C:12]2([F:16])[F:15])=[CH:4][CH:3]=1.Cl.O1CCOCC1.[CH3:41][O:42][C:43]([NH:45][C@@H:46]([CH:50]([CH3:52])[CH3:51])C(O)=O)=[O:44].CN(C(ON1N=NC2C=CC=NC1=2)=[N+](C)C)C.F[P-](F)(F)(F)(F)F.C(N(C(C)C)CC)(C)C. Product: [Br:1][C:2]1[CH:14]=[C:13]2[C:5]([C:6]3[CH:7]=[CH:8][C:9]([C:17]4[NH:21][C:20]([C@@H:22]5[CH2:26][CH2:25][CH2:24][N:23]5[C:27](=[O:29])[C@@H:46]([NH:45][C:43](=[O:44])[O:42][CH3:41])[CH:50]([CH3:52])[CH3:51])=[N:19][CH:18]=4)=[CH:10][C:11]=3[C:12]2([F:15])[F:16])=[CH:4][CH:3]=1. The catalyst class is: 370. (4) Reactant: FC(F)(F)S(O[C:7]1[CH:16]=[C:15]2[C:10]([CH2:11][CH2:12][CH2:13][C:14]32[CH2:21][CH2:20][CH2:19][N:18]2[CH:22]=[N:23][CH:24]=[C:17]32)=[CH:9][CH:8]=1)(=O)=O.[CH3:27][N:28](C)C=O. Product: [C:14]12([CH2:21][CH2:20][CH2:19][N:18]3[CH:22]=[N:23][CH:24]=[C:17]13)[C:15]1[C:10](=[CH:9][CH:8]=[C:7]([C:27]#[N:28])[CH:16]=1)[CH2:11][CH2:12][CH2:13]2. The catalyst class is: 267. (5) Reactant: [CH:1]1([C:4]2[CH:5]=[N:6][C:7]([NH:17][C:18]3[CH:26]=[CH:25][CH:24]=[C:23]4[C:19]=3[CH:20]=[CH:21][N:22]4[CH2:27][CH2:28][CH2:29][O:30][CH3:31])=[C:8]([CH:16]=2)[C:9]([O:11]C(C)(C)C)=[O:10])[CH2:3][CH2:2]1.[OH-].[Na+]. Product: [CH:1]1([C:4]2[CH:5]=[N:6][C:7]([NH:17][C:18]3[CH:26]=[CH:25][CH:24]=[C:23]4[C:19]=3[CH:20]=[CH:21][N:22]4[CH2:27][CH2:28][CH2:29][O:30][CH3:31])=[C:8]([CH:16]=2)[C:9]([OH:11])=[O:10])[CH2:2][CH2:3]1. The catalyst class is: 111.